From a dataset of Full USPTO retrosynthesis dataset with 1.9M reactions from patents (1976-2016). Predict the reactants needed to synthesize the given product. Given the product [NH2:13][C:12]1[N:17]([CH3:16])[N:18]=[C:3]([CH2:4][C:5]2[CH:10]=[CH:9][CH:8]=[CH:7][CH:6]=2)[C:11]=1[C:14]#[N:15], predict the reactants needed to synthesize it. The reactants are: CO[C:3](=[C:11]([C:14]#[N:15])[C:12]#[N:13])[CH2:4][C:5]1[CH:10]=[CH:9][CH:8]=[CH:7][CH:6]=1.[CH3:16][NH:17][NH2:18].